From a dataset of Catalyst prediction with 721,799 reactions and 888 catalyst types from USPTO. Predict which catalyst facilitates the given reaction. Reactant: [CH3:1][O:2][C:3]([C:5]1[N:6]=[C:7]2[C:23]([N:24]3[CH2:29][CH2:28][CH2:27][O:26][C:25]3=[O:30])=[CH:22][C:21]([N:31]3[CH2:36][CH2:35][N:34]([CH3:37])[CH2:33][CH2:32]3)=[CH:20][N:8]2[C:9](=[O:19])[C:10]=1[O:11]CC1C=CC=CC=1)=[O:4]. Product: [OH:11][C:10]1[C:9](=[O:19])[N:8]2[CH:20]=[C:21]([N:31]3[CH2:36][CH2:35][N:34]([CH3:37])[CH2:33][CH2:32]3)[CH:22]=[C:23]([N:24]3[CH2:29][CH2:28][CH2:27][O:26][C:25]3=[O:30])[C:7]2=[N:6][C:5]=1[C:3]([O:2][CH3:1])=[O:4]. The catalyst class is: 67.